The task is: Predict which catalyst facilitates the given reaction.. This data is from Catalyst prediction with 721,799 reactions and 888 catalyst types from USPTO. Reactant: C(N1C=CN=C1)(N1C=CN=C1)=O.[N+:13]([C:16]1[CH:17]=[C:18]([CH:24]=[CH:25][CH:26]=1)[CH:19]=[CH:20][C:21]([OH:23])=O)([O-:15])=[O:14].[Cl-].[Mg+2].[Cl-].[K].[CH2:31]([O:33][C:34](=[O:39])[CH2:35]C(O)=O)[CH3:32]. Product: [N+:13]([C:16]1[CH:17]=[C:18]([CH:19]=[CH:20][C:21](=[O:23])[CH2:35][C:34]([O:33][CH2:31][CH3:32])=[O:39])[CH:24]=[CH:25][CH:26]=1)([O-:15])=[O:14]. The catalyst class is: 54.